This data is from Forward reaction prediction with 1.9M reactions from USPTO patents (1976-2016). The task is: Predict the product of the given reaction. (1) Given the reactants [N:1]([CH:4]1[CH2:12][C:11]2[C:6](=[CH:7][CH:8]=[CH:9][CH:10]=2)[CH2:5]1)=[C:2]=[O:3].[OH:13][CH2:14][CH2:15][CH2:16][CH2:17][NH:18]C(=O)C1C=CC=CC=1, predict the reaction product. The product is: [OH:13][CH2:14][CH2:15][CH2:16][CH2:17][NH:18][C:2]([NH:1][CH:4]1[CH2:12][C:11]2[C:6](=[CH:7][CH:8]=[CH:9][CH:10]=2)[CH2:5]1)=[O:3]. (2) Given the reactants [Br:1][C:2]1[CH:3]=[C:4]([C:9]23[CH2:17][CH:16]([OH:18])[CH2:15][CH:14]2[CH2:13][S:12][C:11]([NH:19][C:20](=[O:27])[C:21]2[CH:26]=[CH:25][CH:24]=[CH:23][CH:22]=2)=[N:10]3)[CH:5]=[CH:6][C:7]=1[F:8].CO, predict the reaction product. The product is: [Br:1][C:2]1[CH:3]=[C:4]([C@:9]23[CH2:17][C@H:16]([OH:18])[CH2:15][C@H:14]2[CH2:13][S:12][C:11]([NH:19][C:20](=[O:27])[C:21]2[CH:22]=[CH:23][CH:24]=[CH:25][CH:26]=2)=[N:10]3)[CH:5]=[CH:6][C:7]=1[F:8]. (3) The product is: [CH3:8][C:9]([CH3:14])([CH3:13])[C:10](=[O:12])[CH:11]=[CH:6][C:3]1[CH:4]=[CH:5][S:1][CH:2]=1. Given the reactants [S:1]1[CH:5]=[CH:4][C:3]([CH:6]=O)=[CH:2]1.[CH3:8][C:9]([CH3:14])([CH3:13])[C:10](=[O:12])[CH3:11].C[O-].[Na+].O, predict the reaction product.